This data is from Forward reaction prediction with 1.9M reactions from USPTO patents (1976-2016). The task is: Predict the product of the given reaction. (1) Given the reactants [Br:1][C:2]1[CH:10]=[CH:9][C:5]([C:6]([OH:8])=O)=[C:4]([CH3:11])[CH:3]=1.[F:12][C:13]([F:17])([F:16])[CH2:14][NH2:15].Cl.C(N(CC)CCCN=C=NCC)C.O, predict the reaction product. The product is: [Br:1][C:2]1[CH:10]=[CH:9][C:5]([C:6]([NH:15][CH2:14][C:13]([F:17])([F:16])[F:12])=[O:8])=[C:4]([CH3:11])[CH:3]=1. (2) Given the reactants [Cl:1][C:2]1[CH:7]=[C:6]([C:8]2[CH:13]=[N:12][CH:11]=[C:10]([CH3:14])[N:9]=2)[CH:5]=[CH:4][C:3]=1[C:15]1[C:27](=[O:28])[N:26]([CH2:29][CH2:30][CH2:31][NH:32][C:33](=[O:39])[O:34][C:35]([CH3:38])([CH3:37])[CH3:36])[C:18]2[N:19]=[C:20](S(C)=O)[N:21]=[CH:22][C:17]=2[CH:16]=1.[CH2:40]([NH2:42])[CH3:41].C1COCC1.CCN(C(C)C)C(C)C, predict the reaction product. The product is: [Cl:1][C:2]1[CH:7]=[C:6]([C:8]2[CH:13]=[N:12][CH:11]=[C:10]([CH3:14])[N:9]=2)[CH:5]=[CH:4][C:3]=1[C:15]1[C:27](=[O:28])[N:26]([CH2:29][CH2:30][CH2:31][NH:32][C:33](=[O:39])[O:34][C:35]([CH3:38])([CH3:37])[CH3:36])[C:18]2[N:19]=[C:20]([NH:42][CH2:40][CH3:41])[N:21]=[CH:22][C:17]=2[CH:16]=1. (3) Given the reactants Br[C:2]1[NH:3][C:4]2[NH:5][C:6](=[O:12])[NH:7][C:8](=[O:11])[C:9]=2[N:10]=1.[F:13][C:14]([F:29])([F:28])[C:15]1[CH:27]=[CH:26][CH:25]=[CH:24][C:16]=1[O:17][CH:18]1[CH2:23][CH2:22][NH:21][CH2:20][CH2:19]1.C(N(CC)CC)C, predict the reaction product. The product is: [F:29][C:14]([F:13])([F:28])[C:15]1[CH:27]=[CH:26][CH:25]=[CH:24][C:16]=1[O:17][CH:18]1[CH2:23][CH2:22][N:21]([C:2]2[NH:3][C:4]3[NH:5][C:6](=[O:12])[NH:7][C:8](=[O:11])[C:9]=3[N:10]=2)[CH2:20][CH2:19]1. (4) Given the reactants [NH2:1][C:2]1[C:10]([O:11][CH3:12])=[C:9]2[C:5]([C:6]3[CH:16]=[C:15]([CH3:17])[CH:14]=[N:13][C:7]=3[NH:8]2)=[C:4]([C:18]2[CH:19]=[C:20]([CH:27]=[CH:28][CH:29]=2)[C:21]([NH:23][CH:24]2[CH2:26][CH2:25]2)=[O:22])[CH:3]=1.NC1C(OC)=C2C(C3C=C(C)C=NC=3N2)=C(C2C=C(N[C:54]([CH:56]3[CH2:58][CH2:57]3)=[O:55])C=CC=2)C=1, predict the reaction product. The product is: [CH:56]1([C:54]([NH:1][C:2]2[C:10]([O:11][CH3:12])=[C:9]3[C:5]([C:6]4[CH:16]=[C:15]([CH3:17])[CH:14]=[N:13][C:7]=4[NH:8]3)=[C:4]([C:18]3[CH:19]=[C:20]([CH:27]=[CH:28][CH:29]=3)[C:21]([NH:23][CH:24]3[CH2:26][CH2:25]3)=[O:22])[CH:3]=2)=[O:55])[CH2:58][CH2:57]1. (5) Given the reactants Cl.[NH2:2][C:3]([NH2:5])=[NH2+:4].C(=O)([O-])[O-].[K+].[K+].[C:12]([C:20]1[C:28]2[C:23](=[CH:24][N:25]=[CH:26][CH:27]=2)[N:22](C(OC(C)(C)C)=O)[CH:21]=1)(=O)[C:13]#[C:14][CH2:15][CH2:16][CH2:17][CH3:18].[Cl-].[Na+], predict the reaction product. The product is: [CH2:15]([C:14]1[CH:13]=[C:12]([C:20]2[C:28]3[C:23](=[CH:24][N:25]=[CH:26][CH:27]=3)[NH:22][CH:21]=2)[N:2]=[C:3]([NH2:5])[N:4]=1)[CH2:16][CH2:17][CH3:18]. (6) Given the reactants [CH2:1]([NH:3][C:4]([NH:6][C:7]1[S:8][C:9]2[CH:15]=[CH:14][C:13]([OH:16])=[CH:12][C:10]=2[N:11]=1)=[O:5])[CH3:2].CCN(C(C)C)C(C)C.C1C=CC(N([S:33]([C:36]([F:39])([F:38])[F:37])(=[O:35])=[O:34])[S:33]([C:36]([F:39])([F:38])[F:37])(=[O:35])=[O:34])=CC=1, predict the reaction product. The product is: [F:37][C:36]([F:39])([F:38])[S:33]([O:16][C:13]1[CH:14]=[CH:15][C:9]2[S:8][C:7]([NH:6][C:4]([NH:3][CH2:1][CH3:2])=[O:5])=[N:11][C:10]=2[CH:12]=1)(=[O:35])=[O:34]. (7) Given the reactants [C:1]([O-])(=O)C.[CH3:5][C:6]1[C:15]([CH3:17])([CH3:16])[C:14]2[C:9]3=[C:10]([CH2:18][CH2:19][NH+:8]3[CH:7]=1)[CH:11]=[CH:12][CH:13]=2.C1(N[CH:27]=[N:28][C:29]2[CH:34]=[CH:33][CH:32]=[CH:31][CH:30]=2)C=CC=CC=1.[Cl-:35].[OH:36][CH2:37][CH2:38][CH2:39][CH2:40][CH2:41][CH2:42][C:43]1(C)[C:52]2[C:47]3=C(CC[NH+]3C=[C:44]1C)C=[CH:50][CH:51]=2.C(N(CC)CC)C, predict the reaction product. The product is: [Cl-:35].[CH3:16][C:15]1([CH3:17])[C:14]2=[C:9]3[C:10](=[CH:11][CH:12]=[CH:13]2)[CH2:18][CH2:19][CH2:7][N:8]3/[C:6]/1=[CH:5]/[CH:50]=[CH:51]/[C:52]1[C:43]([CH2:42][CH2:41][CH2:40][CH2:39][CH2:38][CH2:37][OH:36])([CH3:44])[C:30]2[C:29]3=[C:34]([CH2:1][CH2:27][NH+:28]3[CH:47]=1)[CH:33]=[CH:32][CH:31]=2. (8) Given the reactants [CH2:1]([O:5][C:6]1[C:14]2[CH:13]=[C:12]([C:15]([OH:17])=O)[S:11][C:10]=2[CH:9]=[CH:8][CH:7]=1)[CH:2]([CH3:4])[CH3:3].Cl.Cl.Cl.[N:21]1([CH2:27][CH2:28][N:29]2[CH2:34][CH2:33][CH:32]([NH2:35])[CH2:31][CH2:30]2)[CH2:26][CH2:25][CH2:24][CH2:23][CH2:22]1, predict the reaction product. The product is: [N:21]1([CH2:27][CH2:28][N:29]2[CH2:30][CH2:31][CH:32]([NH:35][C:15]([C:12]3[S:11][C:10]4[CH:9]=[CH:8][CH:7]=[C:6]([O:5][CH2:1][CH:2]([CH3:3])[CH3:4])[C:14]=4[CH:13]=3)=[O:17])[CH2:33][CH2:34]2)[CH2:26][CH2:25][CH2:24][CH2:23][CH2:22]1.